From a dataset of Reaction yield outcomes from USPTO patents with 853,638 reactions. Predict the reaction yield, written as a fraction of the theoretical maximum amount of product (1.0 means a 100% yield; for example, 0.34 means a 34% yield). (1) The reactants are Br[C:2]1[CH:3]=[C:4]2[C:8](=[CH:9][CH:10]=1)[NH:7][C:6]([C:11]1[C:16]([F:17])=[CH:15][CH:14]=[CH:13][C:12]=1[Cl:18])=[CH:5]2.[CH3:19][O:20][C:21]1[CH:26]=[C:25]([O:27][CH3:28])[CH:24]=[CH:23][C:22]=1B(O)O. The catalyst is O1CCOCC1. The product is [Cl:18][C:12]1[CH:13]=[CH:14][CH:15]=[C:16]([F:17])[C:11]=1[C:6]1[NH:7][C:8]2[C:4]([CH:5]=1)=[CH:3][C:2]([C:24]1[CH:23]=[CH:22][C:21]([O:20][CH3:19])=[CH:26][C:25]=1[O:27][CH3:28])=[CH:10][CH:9]=2. The yield is 0.180. (2) The reactants are COC1C=C(OC)C=CC=1C[N:6]([C:31]1[CH:36]=[CH:35][N:34]=[CH:33][N:32]=1)[S:7]([C:10]1[CH:15]=[CH:14][C:13]([O:16][C@H:17]2[CH2:21][CH2:20][CH2:19][C@@H:18]2[C:22]2[N:26]([CH2:27][CH3:28])[N:25]=[CH:24][CH:23]=2)=[C:12]([F:29])[C:11]=1[F:30])(=[O:9])=[O:8].C([SiH](CC)CC)C. The catalyst is ClCCl.FC(F)(F)C(O)=O. The product is [CH2:27]([N:26]1[C:22]([C@H:18]2[CH2:19][CH2:20][CH2:21][C@@H:17]2[O:16][C:13]2[CH:14]=[CH:15][C:10]([S:7]([NH:6][C:31]3[CH:36]=[CH:35][N:34]=[CH:33][N:32]=3)(=[O:8])=[O:9])=[C:11]([F:30])[C:12]=2[F:29])=[CH:23][CH:24]=[N:25]1)[CH3:28]. The yield is 0.590. (3) The reactants are [N:1]12[CH2:7][C:4]([C:8]([C:16]3[CH:21]=[CH:20][CH:19]=[CH:18][CH:17]=3)([C:10]3[CH:15]=[CH:14][CH:13]=[CH:12][CH:11]=3)[OH:9])([CH2:5][CH2:6]1)[CH2:3][CH2:2]2.[Br:22][CH2:23][CH2:24][CH2:25][CH2:26][CH2:27][CH2:28][OH:29]. The catalyst is CC#N. The product is [Br-:22].[OH:9][C:8]([C:16]1[CH:21]=[CH:20][CH:19]=[CH:18][CH:17]=1)([C:10]1[CH:15]=[CH:14][CH:13]=[CH:12][CH:11]=1)[C:4]12[CH2:7][N+:1]([CH2:23][CH2:24][CH2:25][CH2:26][CH2:27][CH2:28][OH:29])([CH2:6][CH2:5]1)[CH2:2][CH2:3]2. The yield is 0.0600. (4) The reactants are BrC1C=C2C(=CC=1F)N=CC(C(OCC)=O)=C2O.[Br:19][C:20]1[C:21]([F:36])=[C:22]2[C:27](=[CH:28][CH:29]=1)[N:26]=[CH:25][C:24]([C:30]([O:32][CH2:33][CH3:34])=[O:31])=[C:23]2O.P(Cl)(Cl)([Cl:39])=O. No catalyst specified. The product is [Br:19][C:20]1[C:21]([F:36])=[C:22]2[C:27](=[CH:28][CH:29]=1)[N:26]=[CH:25][C:24]([C:30]([O:32][CH2:33][CH3:34])=[O:31])=[C:23]2[Cl:39]. The yield is 0.0470. (5) The reactants are [CH3:1][C:2]1[N:7]([CH2:8][C:9]2[C:17]3[C:12](=[CH:13][CH:14]=[CH:15][CH:16]=3)[N:11]([CH3:18])[N:10]=2)[C:6](=[O:19])[C:5]([CH2:20][C:21]2[CH:26]=[CH:25][C:24]([C:27]3[CH:32]=[CH:31][CH:30]=[CH:29][C:28]=3[C:33]3[NH:37][C:36](=[O:38])[O:35][N:34]=3)=[CH:23][CH:22]=2)=[C:4]([CH2:39][CH2:40][CH3:41])[N:3]=1.[ClH:42].C(OCC)(=O)C. The catalyst is C(OCC)(=O)C. The product is [ClH:42].[CH3:1][C:2]1[N:7]([CH2:8][C:9]2[C:17]3[C:12](=[CH:13][CH:14]=[CH:15][CH:16]=3)[N:11]([CH3:18])[N:10]=2)[C:6](=[O:19])[C:5]([CH2:20][C:21]2[CH:26]=[CH:25][C:24]([C:27]3[CH:32]=[CH:31][CH:30]=[CH:29][C:28]=3[C:33]3[NH:37][C:36](=[O:38])[O:35][N:34]=3)=[CH:23][CH:22]=2)=[C:4]([CH2:39][CH2:40][CH3:41])[N:3]=1. The yield is 0.830. (6) The product is [CH3:31][C:21]1[CH:26]=[CH:25][C:24]([S:27]([O:1][CH2:2][CH2:3][CH2:4][NH:5][C:6]2[CH:13]=[CH:12][C:9]([C:10]#[N:11])=[CH:8][CH:7]=2)(=[O:29])=[O:28])=[CH:23][CH:22]=1. The catalyst is CC#N. The reactants are [OH:1][CH2:2][CH2:3][CH2:4][NH:5][C:6]1[CH:13]=[CH:12][C:9]([C:10]#[N:11])=[CH:8][CH:7]=1.C(N(CC)CC)C.[C:21]1([CH3:31])[CH:26]=[CH:25][C:24]([S:27](Cl)(=[O:29])=[O:28])=[CH:23][CH:22]=1. The yield is 0.770. (7) The reactants are [C:1]([C:3]1[CH:8]=[CH:7][C:6](B(O)O)=[CH:5][CH:4]=1)#[N:2].[C:12]([O:16][C:17](=[O:26])[NH:18][C:19]1[CH:24]=[CH:23][CH:22]=[C:21](Br)[CH:20]=1)([CH3:15])([CH3:14])[CH3:13].C([O-])([O-])=O.[K+].[K+]. The catalyst is CN(C=O)C.O.C1C=CC([P]([Pd]([P](C2C=CC=CC=2)(C2C=CC=CC=2)C2C=CC=CC=2)([P](C2C=CC=CC=2)(C2C=CC=CC=2)C2C=CC=CC=2)[P](C2C=CC=CC=2)(C2C=CC=CC=2)C2C=CC=CC=2)(C2C=CC=CC=2)C2C=CC=CC=2)=CC=1. The product is [C:12]([O:16][C:17](=[O:26])[NH:18][C:19]1[CH:24]=[C:23]([C:6]2[CH:7]=[CH:8][C:3]([C:1]#[N:2])=[CH:4][CH:5]=2)[CH:22]=[CH:21][CH:20]=1)([CH3:15])([CH3:13])[CH3:14]. The yield is 0.590. (8) The reactants are I[CH2:2][CH3:3].[Br:4][C:5]1[CH:6]=[C:7]([SH:11])[CH:8]=[CH:9][CH:10]=1.C(#N)C.C(=O)([O-])[O-].[K+].[K+]. The catalyst is C(OCC)(=O)C. The product is [Br:4][C:5]1[CH:10]=[CH:9][CH:8]=[C:7]([S:11][CH2:2][CH3:3])[CH:6]=1. The yield is 1.00. (9) The catalyst is O1CCCC1. The reactants are CC1(C)C(C)(C)OB([C:9]2[CH:17]=[CH:16][CH:15]=[C:14]3[C:10]=2[CH:11]=[CH:12][NH:13]3)O1.Br[C:20]1[CH:25]=[CH:24][CH:23]=[C:22]([F:26])[C:21]=1[F:27].[OH-].[Na+]. The yield is 0.700. The product is [F:26][C:22]1[C:21]([F:27])=[CH:20][CH:25]=[CH:24][C:23]=1[C:9]1[CH:17]=[CH:16][CH:15]=[C:14]2[C:10]=1[CH:11]=[CH:12][NH:13]2.